Dataset: Forward reaction prediction with 1.9M reactions from USPTO patents (1976-2016). Task: Predict the product of the given reaction. Given the reactants Cl[CH2:2][CH2:3][CH2:4][O:5][C:6]1[CH:14]=[CH:13][CH:12]=[C:11]2[C:7]=1[CH:8]=[CH:9][NH:10]2.[CH:15]1[C:24]2[C:19](=[CH:20][CH:21]=[CH:22][CH:23]=2)[CH:18]=[CH:17][C:16]=1[C:25]1[CH2:31][CH:30]2[NH:32][CH:27]([CH2:28][CH2:29]2)[CH:26]=1.C(O)(=O)C(O)=O, predict the reaction product. The product is: [CH:15]1[C:24]2[C:19](=[CH:20][CH:21]=[CH:22][CH:23]=2)[CH:18]=[CH:17][C:16]=1[C:25]1[CH2:26][CH:27]2[N:32]([CH2:2][CH2:3][CH2:4][O:5][C:6]3[CH:14]=[CH:13][CH:12]=[C:11]4[C:7]=3[CH:8]=[CH:9][NH:10]4)[CH:30]([CH2:29][CH2:28]2)[CH:31]=1.